This data is from Forward reaction prediction with 1.9M reactions from USPTO patents (1976-2016). The task is: Predict the product of the given reaction. (1) The product is: [Cl:51][C:32]1[C:33]([N:37]2[C:46](=[O:47])[C:45]3[C:40](=[C:41]([F:48])[CH:42]=[CH:43][CH:44]=3)[N:39]([CH3:49])[C:38]2=[O:50])=[CH:34][CH:35]=[CH:36][C:31]=1[C:10]1[C:9]2[C:8]3[C:16](=[CH:17][C:5]([C:2]([OH:1])([CH3:4])[CH3:3])=[CH:6][CH:7]=3)[NH:15][C:14]=2[C:13]([C:18]([NH2:20])=[O:19])=[CH:12][CH:11]=1. Given the reactants [OH:1][C:2]([C:5]1[CH:17]=[C:16]2[C:8]([C:9]3[C:10](B4OC(C)(C)C(C)(C)O4)=[CH:11][CH:12]=[C:13]([C:18]([NH2:20])=[O:19])[C:14]=3[NH:15]2)=[CH:7][CH:6]=1)([CH3:4])[CH3:3].Br[C:31]1[C:32]([Cl:51])=[C:33]([N:37]2[C:46](=[O:47])[C:45]3[C:40](=[C:41]([F:48])[CH:42]=[CH:43][CH:44]=3)[N:39]([CH3:49])[C:38]2=[O:50])[CH:34]=[CH:35][CH:36]=1.CCO.C([O-])([O-])=O.[Na+].[Na+], predict the reaction product. (2) Given the reactants [CH3:1][O:2][C:3]1[CH:4]=[C:5]([C:11]2[C:19]3[C:14](=[N:15][CH:16]=[CH:17][CH:18]=3)[NH:13][CH:12]=2)[CH:6]=[CH:7][C:8]=1[O:9][CH3:10].[OH-].[K+].C[C:23]1[CH:24]=[C:25]2[C:30](=[C:31]([S:33](Cl)(=[O:35])=[O:34])[CH:32]=1)[N:29]=[CH:28][CH:27]=[CH:26]2.[CH2:37](Cl)Cl, predict the reaction product. The product is: [CH3:1][O:2][C:3]1[CH:4]=[C:5]([C:11]2[C:19]3[C:14](=[N:15][CH:16]=[CH:17][CH:18]=3)[N:13]([S:33]([C:31]3[CH:32]=[CH:23][CH:24]=[C:25]4[C:30]=3[N:29]=[CH:28][C:27]([CH3:37])=[CH:26]4)(=[O:34])=[O:35])[CH:12]=2)[CH:6]=[CH:7][C:8]=1[O:9][CH3:10]. (3) The product is: [OH:14][C@@H:5]1[CH2:6][CH:7]2[N:2]([CH3:1])[CH:3]([CH2:9][C@H:8]2[O:10][C:11](=[O:13])[CH3:12])[CH2:4]1. Given the reactants [CH3:1][N:2]1[CH:7]2[CH:8]([O:10][C:11](=[O:13])[CH3:12])[CH2:9][C@@H:3]1[CH2:4][C:5](=[O:14])[CH2:6]2, predict the reaction product. (4) Given the reactants [C:1]([O:5][C:6]([NH:8][C@@H:9]([C:13]([CH3:16])([CH3:15])[CH3:14])[C:10]([OH:12])=O)=[O:7])([CH3:4])([CH3:3])[CH3:2].[C@H:17]1([NH:27][C:28]([C@@H:30]2[CH2:39][C:38]3[C:33](=[CH:34][C:35]([C:40]([O:42][CH3:43])=[O:41])=[CH:36][CH:37]=3)[CH2:32][NH:31]2)=[O:29])[C:26]2[C:21](=[CH:22][CH:23]=[CH:24][CH:25]=2)[CH2:20][CH2:19][CH2:18]1.C(Cl)CCl.N1C2C(=NC=CC=2)N(O)N=1.CN1CCOCC1, predict the reaction product. The product is: [C:1]([O:5][C:6]([NH:8][C@@H:9]([C:13]([CH3:16])([CH3:15])[CH3:14])[C:10]([N:31]1[C@H:30]([C:28](=[O:29])[NH:27][C@H:17]2[C:26]3[C:21](=[CH:22][CH:23]=[CH:24][CH:25]=3)[CH2:20][CH2:19][CH2:18]2)[CH2:39][C:38]2[C:33](=[CH:34][C:35]([C:40]([O:42][CH3:43])=[O:41])=[CH:36][CH:37]=2)[CH2:32]1)=[O:12])=[O:7])([CH3:2])([CH3:3])[CH3:4]. (5) The product is: [NH2:17][C:15]1[N:14]=[C:13]([N:29]2[C@H:34]([C:35]([F:37])([F:36])[F:38])[CH2:33][CH2:32][C@H:31]([C:39]([NH:41][CH:42]3[CH2:43][CH2:44][CH2:45][CH2:46][CH2:47]3)=[O:40])[CH2:30]2)[CH:12]=[C:11]([C:7]2[CH:6]=[C:5]3[C:10]([C:2]([NH2:1])=[N:3][NH:4]3)=[CH:9][CH:8]=2)[N:16]=1. Given the reactants [NH2:1][C:2]1[C:10]2[C:5](=[CH:6][C:7]([C:11]3[N:16]=[C:15]([NH:17]CC4C=CC(OC)=CC=4OC)[N:14]=[C:13]([N:29]4[C@H:34]([C:35]([F:38])([F:37])[F:36])[CH2:33][CH2:32][C@H:31]([C:39]([NH:41][CH:42]5[CH2:47][CH2:46][CH2:45][CH2:44][CH2:43]5)=[O:40])[CH2:30]4)[CH:12]=3)=[CH:8][CH:9]=2)[NH:4][N:3]=1.FC(F)(F)C(O)=O.CCCCCC, predict the reaction product.